From a dataset of Catalyst prediction with 721,799 reactions and 888 catalyst types from USPTO. Predict which catalyst facilitates the given reaction. Reactant: [Cl:1][C:2]1[CH:3]=[C:4](I)[C:5]([N:8]2[CH:12]=[CH:11][CH:10]=[CH:9]2)=[N:6][CH:7]=1.O1CCCC1.C([Mg]Br)(C)C.[CH3:24][O:25][C:26]1[C:33]([O:34][CH3:35])=[CH:32][CH:31]=[CH:30][C:27]=1[CH:28]=[O:29].[Cl-].[NH4+]. Product: [Cl:1][C:2]1[CH:3]=[C:4]([CH:28]([C:27]2[CH:30]=[CH:31][CH:32]=[C:33]([O:34][CH3:35])[C:26]=2[O:25][CH3:24])[OH:29])[C:5]([N:8]2[CH:12]=[CH:11][CH:10]=[CH:9]2)=[N:6][CH:7]=1. The catalyst class is: 7.